This data is from Full USPTO retrosynthesis dataset with 1.9M reactions from patents (1976-2016). The task is: Predict the reactants needed to synthesize the given product. Given the product [O:20]1[CH2:25][CH2:24][CH:23]([NH:11][C:9]2[CH:10]=[C:2]([Cl:1])[CH:3]=[C:4]3[C:8]=2[NH:7][CH:6]=[C:5]3[C:14]2[CH:19]=[CH:18][CH:17]=[CH:16][CH:15]=2)[CH2:22][CH2:21]1, predict the reactants needed to synthesize it. The reactants are: [Cl:1][C:2]1[CH:3]=[C:4]2[C:8](=[C:9]([N+:11]([O-])=O)[CH:10]=1)[NH:7][CH:6]=[C:5]2[C:14]1[CH:19]=[CH:18][CH:17]=[CH:16][CH:15]=1.[O:20]1[CH2:25][CH2:24][C:23](=O)[CH2:22][CH2:21]1.